Dataset: Full USPTO retrosynthesis dataset with 1.9M reactions from patents (1976-2016). Task: Predict the reactants needed to synthesize the given product. (1) Given the product [Cl:1][C:2]1[CH:7]=[CH:6][C:5]([C:8](=[O:9])[C:10]2[CH:15]=[CH:14][C:13]([N:16]3[C:20]([CH3:21])=[CH:19][CH:18]=[C:17]3[CH3:22])=[C:12]([F:23])[CH:11]=2)=[CH:4][C:3]=1[S:24]([NH2:27])(=[O:26])=[O:25], predict the reactants needed to synthesize it. The reactants are: [Cl:1][C:2]1[CH:7]=[CH:6][C:5]([CH:8]([C:10]2[CH:15]=[CH:14][C:13]([N:16]3[C:20]([CH3:21])=[CH:19][CH:18]=[C:17]3[CH3:22])=[C:12]([F:23])[CH:11]=2)[OH:9])=[CH:4][C:3]=1[S:24]([NH2:27])(=[O:26])=[O:25].C[N+]1([O-])CCOCC1. (2) Given the product [N+:19]([C:16]1[CH:15]=[CH:14][C:13]([NH:12][C:10](=[O:11])[CH2:9][N:3]2[CH:7]=[CH:6][CH:5]=[N:4]2)=[CH:18][CH:17]=1)([O-:21])=[O:20], predict the reactants needed to synthesize it. The reactants are: [H-].[Na+].[NH:3]1[CH:7]=[CH:6][CH:5]=[N:4]1.Cl[CH2:9][C:10]([NH:12][C:13]1[CH:18]=[CH:17][C:16]([N+:19]([O-:21])=[O:20])=[CH:15][CH:14]=1)=[O:11].C(OCC)(=O)C.